Predict the reactants needed to synthesize the given product. From a dataset of Full USPTO retrosynthesis dataset with 1.9M reactions from patents (1976-2016). (1) Given the product [F:23][C:24]([F:29])([F:28])[C:25]([OH:27])=[O:26].[F:23][C:24]([F:29])([F:28])[C:25]([OH:27])=[O:26].[F:23][C:24]([F:29])([F:28])[C:25]([OH:27])=[O:26].[CH3:1][O:2][C:3]1[CH:9]=[C:8]([N:10]2[CH2:15][CH2:14][CH:13]([N:16]3[CH2:17][CH2:18][N:19]([CH3:22])[CH2:20][CH2:21]3)[CH2:12][CH2:11]2)[CH:7]=[CH:6][C:4]=1[NH2:5], predict the reactants needed to synthesize it. The reactants are: [CH3:1][O:2][C:3]1[CH:9]=[C:8]([N:10]2[CH2:15][CH2:14][CH:13]([N:16]3[CH2:21][CH2:20][N:19]([CH3:22])[CH2:18][CH2:17]3)[CH2:12][CH2:11]2)[CH:7]=[CH:6][C:4]=1[NH2:5].[F:23][C:24]([F:29])([F:28])[C:25]([OH:27])=[O:26]. (2) Given the product [N+:14]([C:17]1[CH:18]=[C:19]2[C:20](=[CH:26][CH:27]=1)[C:21](=[O:22])[N:1]([CH2:2][CH:3]([C:8]1([CH3:13])[O:9][CH2:10][CH2:11][O:12]1)[C:4]([O:6][CH3:7])=[O:5])[C:24]2=[O:23])([O-:16])=[O:15], predict the reactants needed to synthesize it. The reactants are: [NH2:1][CH2:2][CH:3]([C:8]1([CH3:13])[O:12][CH2:11][CH2:10][O:9]1)[C:4]([O:6][CH3:7])=[O:5].[N+:14]([C:17]1[CH:18]=[C:19]2[C:24](=O)[O:23][C:21](=[O:22])[C:20]2=[CH:26][CH:27]=1)([O-:16])=[O:15].